This data is from Reaction yield outcomes from USPTO patents with 853,638 reactions. The task is: Predict the reaction yield, written as a fraction of the theoretical maximum amount of product (1.0 means a 100% yield; for example, 0.34 means a 34% yield). (1) The reactants are C[Si](C)(C)CCOC[N:7]1[C:11]2[N:12]=[CH:13][N:14]=[C:15]([C:16]3[CH:17]=[N:18][N:19]([CH:21]([CH2:25][C:26]#[N:27])[CH2:22][C:23]#[N:24])[CH:20]=3)[C:10]=2[CH:9]=[CH:8]1.C(#N)C.F[B-](F)(F)F.[Li+].[OH-].[NH4+]. The catalyst is O. The product is [N:12]1[C:11]2[NH:7][CH:8]=[CH:9][C:10]=2[C:15]([C:16]2[CH:17]=[N:18][N:19]([CH:21]([CH2:22][C:23]#[N:24])[CH2:25][C:26]#[N:27])[CH:20]=2)=[N:14][CH:13]=1. The yield is 0.910. (2) The reactants are [Cl:1][C:2]1[CH:3]=[C:4]([NH:17][C:18]2[C:19]3[C:26]4[CH:27]=[CH:28][C:29]([OH:31])=[CH:30][C:25]=4[S:24][C:20]=3[N:21]=[CH:22][N:23]=2)[CH:5]=[CH:6][C:7]=1[O:8][CH2:9][C:10]1[CH:15]=[CH:14][CH:13]=[C:12]([F:16])[CH:11]=1.C1(P(C2C=CC=CC=2)C2C=CC=CC=2)C=CC=CC=1.N(C(N(C)C)=O)=NC(N(C)C)=O.O[CH2:64][CH2:65][N:66]1[CH2:71][CH2:70][O:69][CH2:68][CH2:67]1. The catalyst is C1COCC1. The product is [Cl:1][C:2]1[CH:3]=[C:4]([NH:17][C:18]2[C:19]3[C:26]4[CH:27]=[CH:28][C:29]([O:31][CH2:64][CH2:65][N:66]5[CH2:71][CH2:70][O:69][CH2:68][CH2:67]5)=[CH:30][C:25]=4[S:24][C:20]=3[N:21]=[CH:22][N:23]=2)[CH:5]=[CH:6][C:7]=1[O:8][CH2:9][C:10]1[CH:15]=[CH:14][CH:13]=[C:12]([F:16])[CH:11]=1. The yield is 0.290. (3) The reactants are C(Cl)(=O)C(Cl)=O.[F:7][CH2:8][C:9]1[O:13][N:12]=[C:11]([C:14]([OH:16])=O)[CH:10]=1.CN(C=O)C.[N-:22]=[N+:23]=[N-:24].[Na+]. The catalyst is C(Cl)Cl. The product is [F:7][CH2:8][C:9]1[O:13][N:12]=[C:11]([C:14]([N:22]=[N+:23]=[N-:24])=[O:16])[CH:10]=1. The yield is 0.510. (4) The reactants are [F:1][C:2]1[CH:7]=[C:6]([F:8])[CH:5]=[CH:4][C:3]=1[CH2:9][NH:10][C:11]([C:13]1[C:14](=[O:38])[C:15]([O:30]CC2C=CC=CC=2)=[C:16]2[C:21](=[O:22])[N:20]3[CH2:23][C@H:24]4[CH2:28][CH2:27][CH2:26][N:25]4[C@@H:19]3[CH2:18][N:17]2[CH:29]=1)=[O:12].[OH-].[NH4+]. The catalyst is [Pd].C(O)C. The product is [F:1][C:2]1[CH:7]=[C:6]([F:8])[CH:5]=[CH:4][C:3]=1[CH2:9][NH:10][C:11]([C:13]1[C:14](=[O:38])[C:15]([OH:30])=[C:16]2[C:21](=[O:22])[N:20]3[CH2:23][C@H:24]4[CH2:28][CH2:27][CH2:26][N:25]4[C@@H:19]3[CH2:18][N:17]2[CH:29]=1)=[O:12]. The yield is 0.784. (5) The reactants are [F:1][C:2]1[CH:15]=[CH:14][C:5]([O:6][C:7]2[S:11][C:10]([CH:12]=O)=[CH:9][CH:8]=2)=[CH:4][CH:3]=1.[N+:16]([CH3:19])([O-:18])=[O:17].C([O-])(=O)C.[NH4+].[BH4-].[Na+]. The catalyst is O.C(O)(=O)C.CS(C)=O.C(OCC)(=O)C. The product is [F:1][C:2]1[CH:15]=[CH:14][C:5]([O:6][C:7]2[S:11][C:10]([CH2:12][CH2:19][N+:16]([O-:18])=[O:17])=[CH:9][CH:8]=2)=[CH:4][CH:3]=1. The yield is 0.457. (6) The reactants are Br[C:2]1[CH:3]=[C:4]2[C:9](=[CH:10][CH:11]=1)[CH:8]=[N:7][CH:6]=[CH:5]2.C(OCC)(=O)C.O.[CH3:19][N:20](C)C=O. The catalyst is [C-]#N.[Zn+2].[C-]#N.C1C=CC([P]([Pd]([P](C2C=CC=CC=2)(C2C=CC=CC=2)C2C=CC=CC=2)([P](C2C=CC=CC=2)(C2C=CC=CC=2)C2C=CC=CC=2)[P](C2C=CC=CC=2)(C2C=CC=CC=2)C2C=CC=CC=2)(C2C=CC=CC=2)C2C=CC=CC=2)=CC=1. The product is [CH:8]1[C:9]2[C:4](=[CH:3][C:2]([C:19]#[N:20])=[CH:11][CH:10]=2)[CH:5]=[CH:6][N:7]=1. The yield is 0.830. (7) The reactants are [OH-].[Li+].[Br:3][C:4]1[N:5]([C:19]2[C:28]3[C:23](=[CH:24][CH:25]=[CH:26][CH:27]=3)[C:22]([CH:29]3[CH2:31][CH2:30]3)=[CH:21][CH:20]=2)[C:6]([S:9][C:10]2([C:14]([O:16]CC)=[O:15])[CH2:13][CH2:12][CH2:11]2)=[N:7][N:8]=1. The catalyst is C1COCC1.CO. The product is [Br:3][C:4]1[N:5]([C:19]2[C:28]3[C:23](=[CH:24][CH:25]=[CH:26][CH:27]=3)[C:22]([CH:29]3[CH2:31][CH2:30]3)=[CH:21][CH:20]=2)[C:6]([S:9][C:10]2([C:14]([OH:16])=[O:15])[CH2:11][CH2:12][CH2:13]2)=[N:7][N:8]=1. The yield is 0.750. (8) The reactants are [Cl:1][C:2]1[CH:19]=[CH:18][C:17]([Cl:20])=[CH:16][C:3]=1[CH2:4][N:5]1[CH2:10][CH2:9][NH:8][C:7]2[N:11]=[CH:12][C:13](I)=[CH:14][C:6]1=2.[CH3:21][O:22][C:23]1[N:28]=[CH:27][C:26](B(O)O)=[CH:25][N:24]=1. No catalyst specified. The product is [Cl:1][C:2]1[CH:19]=[CH:18][C:17]([Cl:20])=[CH:16][C:3]=1[CH2:4][N:5]1[CH2:10][CH2:9][NH:8][C:7]2[N:11]=[CH:12][C:13]([C:26]3[CH:25]=[N:24][C:23]([O:22][CH3:21])=[N:28][CH:27]=3)=[CH:14][C:6]1=2. The yield is 0.420. (9) The reactants are [F:1][C:2]1[CH:8]=[CH:7][C:5]([NH2:6])=[CH:4][CH:3]=1.Cl[C:10]1[CH:18]=[CH:17][CH:16]=[CH:15][C:11]=1[C:12]([OH:14])=[O:13].C(=O)([O-])[O-].[Na+].[Na+].C. The catalyst is O.C(O)CO. The product is [F:1][C:2]1[CH:8]=[CH:7][C:5]([NH:6][C:10]2[C:11](=[CH:15][CH:16]=[CH:17][CH:18]=2)[C:12]([OH:14])=[O:13])=[CH:4][CH:3]=1. The yield is 0.370. (10) The reactants are [CH2:1]([O:19][C@H:20]1[C@H:24]([O:25][CH2:26][CH2:27][CH2:28][CH2:29][CH2:30][CH2:31][CH2:32][CH2:33]/[CH:34]=[CH:35]\[CH2:36]/[CH:37]=[CH:38]\[CH2:39][CH2:40][CH2:41][CH2:42][CH3:43])[CH2:23][NH:22][CH2:21]1)[CH2:2][CH2:3][CH2:4][CH2:5][CH2:6][CH2:7][CH2:8]/[CH:9]=[CH:10]\[CH2:11]/[CH:12]=[CH:13]\[CH2:14][CH2:15][CH2:16][CH2:17][CH3:18].Cl.[CH3:45][N:46]([CH3:51])[CH2:47][C:48](O)=[O:49].C(N(C(C)C)CC)(C)C. The catalyst is C(Cl)(Cl)Cl. The product is [CH3:45][N:46]([CH3:51])[CH2:47][C:48]([N:22]1[CH2:23][C@@H:24]([O:25][CH2:26][CH2:27][CH2:28][CH2:29][CH2:30][CH2:31][CH2:32][CH2:33]/[CH:34]=[CH:35]\[CH2:36]/[CH:37]=[CH:38]\[CH2:39][CH2:40][CH2:41][CH2:42][CH3:43])[C@H:20]([O:19][CH2:1][CH2:2][CH2:3][CH2:4][CH2:5][CH2:6][CH2:7][CH2:8]/[CH:9]=[CH:10]\[CH2:11]/[CH:12]=[CH:13]\[CH2:14][CH2:15][CH2:16][CH2:17][CH3:18])[CH2:21]1)=[O:49]. The yield is 0.868.